This data is from Reaction yield outcomes from USPTO patents with 853,638 reactions. The task is: Predict the reaction yield, written as a fraction of the theoretical maximum amount of product (1.0 means a 100% yield; for example, 0.34 means a 34% yield). The reactants are [C:1]([N:5]1[C:9](=[O:10])[C:8](Cl)=[C:7]([C:12]2[CH:17]=[CH:16][CH:15]=[CH:14][CH:13]=2)[S:6]1(=[O:19])=[O:18])([CH3:4])([CH3:3])[CH3:2].Cl.Cl.[Cl:22][C:23]1[CH:24]=[CH:25][C:26]([N:29]2[CH2:34][CH2:33][CH:32]([NH2:35])[CH2:31][CH2:30]2)=[N:27][CH:28]=1. The catalyst is CN(C=O)C. The product is [C:1]([N:5]1[C:9](=[O:10])[C:8]([NH:35][CH:32]2[CH2:33][CH2:34][N:29]([C:26]3[CH:25]=[CH:24][C:23]([Cl:22])=[CH:28][N:27]=3)[CH2:30][CH2:31]2)=[C:7]([C:12]2[CH:17]=[CH:16][CH:15]=[CH:14][CH:13]=2)[S:6]1(=[O:19])=[O:18])([CH3:4])([CH3:3])[CH3:2]. The yield is 0.450.